From a dataset of Full USPTO retrosynthesis dataset with 1.9M reactions from patents (1976-2016). Predict the reactants needed to synthesize the given product. (1) Given the product [C:7]([C:11]1[CH:12]=[CH:13][C:14]([S:17]([NH:20][CH2:21][C:22]2[CH:30]=[CH:29][C:25]([C:26]([NH:40][C:39]3[C:34]([N+:31]([O-:33])=[O:32])=[N:35][CH:36]=[CH:37][CH:38]=3)=[O:27])=[CH:24][CH:23]=2)(=[O:19])=[O:18])=[CH:15][CH:16]=1)([CH3:8])([CH3:9])[CH3:10], predict the reactants needed to synthesize it. The reactants are: C(Cl)(=O)C(Cl)=O.[C:7]([C:11]1[CH:16]=[CH:15][C:14]([S:17]([NH:20][CH2:21][C:22]2[CH:30]=[CH:29][C:25]([C:26](O)=[O:27])=[CH:24][CH:23]=2)(=[O:19])=[O:18])=[CH:13][CH:12]=1)([CH3:10])([CH3:9])[CH3:8].[N+:31]([C:34]1[C:39]([NH2:40])=[CH:38][CH:37]=[CH:36][N:35]=1)([O-:33])=[O:32]. (2) The reactants are: [C:1]([O:5][C:6](=[O:17])[NH:7][CH2:8][C@H:9]1[CH2:14][CH2:13][C@H:12]([CH2:15]O)[CH2:11][CH2:10]1)([CH3:4])([CH3:3])[CH3:2].C1(C)C=CC(S(Cl)(=O)=O)=CC=1.[N-:29]=[N+:30]=[N-:31].[Na+]. Given the product [C:1]([O:5][C:6](=[O:17])[NH:7][CH2:8][C@H:9]1[CH2:14][CH2:13][C@H:12]([CH2:15][N:29]=[N+:30]=[N-:31])[CH2:11][CH2:10]1)([CH3:4])([CH3:3])[CH3:2], predict the reactants needed to synthesize it. (3) Given the product [CH3:1][CH:2]([CH:9]([C@@H:21]([CH:23]([CH2:25][O:26][C:33]([C:27]1[CH:32]=[CH:31][CH:30]=[CH:29][CH:28]=1)([C:41]1[CH:42]=[CH:43][CH:44]=[CH:45][CH:46]=1)[C:35]1[CH:36]=[CH:37][CH:38]=[CH:39][CH:40]=1)[OH:24])[OH:22])[CH2:10][CH2:11][CH2:12][CH2:13][CH2:14][CH2:15][CH2:16][CH2:17][CH2:18][CH2:19][CH3:20])[CH2:3][CH2:4][CH2:5][CH2:6][CH2:7][CH3:8], predict the reactants needed to synthesize it. The reactants are: [CH3:1][CH:2]([CH:9]([CH:21]([CH:23]([CH2:25][OH:26])[OH:24])[OH:22])[CH2:10][CH2:11][CH2:12][CH2:13][CH2:14][CH2:15][CH2:16][CH2:17][CH2:18][CH2:19][CH3:20])[CH2:3][CH2:4][CH2:5][CH2:6][CH2:7][CH3:8].[C:27]1([C:33]([C:41]2[CH:46]=[CH:45][CH:44]=[CH:43][CH:42]=2)([C:35]2[CH:40]=[CH:39][CH:38]=[CH:37][CH:36]=2)Cl)[CH:32]=[CH:31][CH:30]=[CH:29][CH:28]=1.C(N(CC)CC)C. (4) Given the product [ClH:21].[F:4][C:2]([C:5]1[CH:6]=[C:7]([C:22]2[CH:23]=[C:24]([CH2:28][N:29]3[CH:33]=[CH:32][N:31]=[C:30]3[CH3:34])[N:25]=[N:26][CH:27]=2)[CH:8]=[C:9]([F:11])[CH:10]=1)([F:1])[CH3:3], predict the reactants needed to synthesize it. The reactants are: [F:1][C:2]([C:5]1[CH:6]=[C:7](B2OC(C)(C)C(C)(C)O2)[CH:8]=[C:9]([F:11])[CH:10]=1)([F:4])[CH3:3].[Cl:21][C:22]1[CH:23]=[C:24]([CH2:28][N:29]2[CH:33]=[CH:32][N:31]=[C:30]2[CH3:34])[N:25]=[N:26][CH:27]=1. (5) Given the product [Cl:1][CH2:2][S:3][C:5]1[C:14](=[O:15])[C:13]2[C:8](=[CH:9][C:10]([F:16])=[CH:11][CH:12]=2)[N:7]([CH3:17])[CH:6]=1, predict the reactants needed to synthesize it. The reactants are: [Cl:1][CH2:2][S@:3]([C:5]1[C:14](=[O:15])[C:13]2[C:8](=[CH:9][C:10]([F:16])=[CH:11][CH:12]=2)[N:7]([CH3:17])[CH:6]=1)=O.ClC[S@@](C1C(=O)C2C(=CC(F)=CC=2)N(C)C=1)=O.FC1C=C2C(C(=S)C(C)=CN2C)=CC=1. (6) Given the product [Cl:19][C:16]1[CH:17]=[CH:18][C:13]([CH:12]([NH2:11])[C:8]([C:5]2[CH:4]=[CH:3][C:2]([Cl:1])=[CH:7][CH:6]=2)([NH2:9])[CH3:22])=[CH:14][CH:15]=1, predict the reactants needed to synthesize it. The reactants are: [Cl:1][C:2]1[CH:7]=[CH:6][C:5]([C:8]2([CH3:22])[CH:12]([C:13]3[CH:18]=[CH:17][C:16]([Cl:19])=[CH:15][CH:14]=3)[NH:11]S(=O)(=O)[NH:9]2)=[CH:4][CH:3]=1.C1(O)C=CC=CC=1. (7) Given the product [Cl:12][C:13]1[CH:14]=[CH:15][CH:16]=[C:17]2[C:22]=1[N:21]=[C:20]([NH:4][CH2:3][C:2]([F:6])([F:5])[F:1])[CH:19]=[C:18]2[O:28][CH2:29][C:30]1[CH:35]=[CH:34][C:33]([O:36][CH3:37])=[CH:32][CH:31]=1, predict the reactants needed to synthesize it. The reactants are: [F:1][C:2]([F:6])([F:5])[CH2:3][NH2:4].[Li]CCCC.[Cl:12][C:13]1[CH:14]=[CH:15][CH:16]=[C:17]2[C:22]=1[N:21]=[C:20](S(CC)(=O)=O)[CH:19]=[C:18]2[O:28][CH2:29][C:30]1[CH:35]=[CH:34][C:33]([O:36][CH3:37])=[CH:32][CH:31]=1.